This data is from Peptide-MHC class I binding affinity with 185,985 pairs from IEDB/IMGT. The task is: Regression. Given a peptide amino acid sequence and an MHC pseudo amino acid sequence, predict their binding affinity value. This is MHC class I binding data. (1) The peptide sequence is FTARIIIFS. The MHC is HLA-A68:02 with pseudo-sequence HLA-A68:02. The binding affinity (normalized) is 0.692. (2) The MHC is Mamu-A01 with pseudo-sequence Mamu-A01. The binding affinity (normalized) is 0.327. The peptide sequence is RSANNASL. (3) The peptide sequence is YLSDSDNIKI. The MHC is HLA-A02:01 with pseudo-sequence HLA-A02:01. The binding affinity (normalized) is 0.632.